From a dataset of Catalyst prediction with 721,799 reactions and 888 catalyst types from USPTO. Predict which catalyst facilitates the given reaction. (1) The catalyst class is: 73. Product: [CH3:1][C:2]1[CH:7]=[CH:6][C:5]([S:8]([O:11][CH2:12][CH:13]2[CH2:17][C:16]3[CH:18]=[CH:19][CH:20]=[C:21]([C:33]4[CH:34]=[CH:35][C:36]([F:37])=[C:31]([Cl:30])[CH:32]=4)[C:15]=3[O:14]2)(=[O:9])=[O:10])=[CH:4][CH:3]=1. Reactant: [CH3:1][C:2]1[CH:7]=[CH:6][C:5]([S:8]([O:11][CH2:12][CH:13]2[CH2:17][C:16]3[CH:18]=[CH:19][CH:20]=[C:21](OS(C(F)(F)F)(=O)=O)[C:15]=3[O:14]2)(=[O:10])=[O:9])=[CH:4][CH:3]=1.[Cl:30][C:31]1[CH:32]=[C:33](B(O)O)[CH:34]=[CH:35][C:36]=1[F:37].P([O-])([O-])([O-])=O.[K+].[K+].[K+].CC1C=CC(S(OCC2CC3C=CC=C(C4C=C(C(F)(F)F)C=C(C(F)(F)F)C=4)C=3O2)(=O)=O)=CC=1. (2) Reactant: [F:1][C:2]1[CH:14]=[C:13](F)[C:12]([F:16])=[CH:11][C:3]=1[C:4]([O:6][C:7]([CH3:10])([CH3:9])[CH3:8])=[O:5].C(=O)([O-])[O-].[K+].[K+].[Cl:23][C:24]1[CH:25]=[C:26]([OH:31])[CH:27]=[N:28][C:29]=1[F:30].O. Product: [Cl:23][C:24]1[CH:25]=[C:26]([O:31][C:13]2[C:12]([F:16])=[CH:11][C:3]([C:4]([O:6][C:7]([CH3:10])([CH3:9])[CH3:8])=[O:5])=[C:2]([F:1])[CH:14]=2)[CH:27]=[N:28][C:29]=1[F:30]. The catalyst class is: 16.